Dataset: Catalyst prediction with 721,799 reactions and 888 catalyst types from USPTO. Task: Predict which catalyst facilitates the given reaction. (1) Reactant: [Cl:1][C:2]1[C:6]([Cl:7])=[C:5]([C:8](O)=[O:9])[S:4][N:3]=1.C1(C)C=CC=CC=1.S(Cl)(Cl)=O. Product: [Cl:1][C:2]1[C:6]([Cl:7])=[C:5]([CH2:8][OH:9])[S:4][N:3]=1. The catalyst class is: 9. (2) Reactant: [CH3:1][O:2][C:3]1[C:17]([O:18][CH3:19])=[CH:16][CH:15]=[CH:14][C:4]=1[CH2:5][NH:6][CH2:7][CH2:8][CH2:9][CH2:10][CH2:11][CH2:12][CH3:13].[CH2:20]([O:22][C@H:23]([C:36]([O:38][CH2:39][CH3:40])=[O:37])[CH2:24][C:25]1[CH:35]=[CH:34][C:28]([O:29][CH2:30][C:31](O)=[O:32])=[CH:27][CH:26]=1)[CH3:21].C(N(CC)C(C)C)(C)C.[B-](F)(F)(F)F.CN(C(ON1N=NC2C1=CC=CC=2)=[N+](C)C)C. Product: [CH3:1][O:2][C:3]1[C:17]([O:18][CH3:19])=[CH:16][CH:15]=[CH:14][C:4]=1[CH2:5][N:6]([CH2:7][CH2:8][CH2:9][CH2:10][CH2:11][CH2:12][CH3:13])[C:31](=[O:32])[CH2:30][O:29][C:28]1[CH:27]=[CH:26][C:25]([CH2:24][C@H:23]([O:22][CH2:20][CH3:21])[C:36]([O:38][CH2:39][CH3:40])=[O:37])=[CH:35][CH:34]=1. The catalyst class is: 2. (3) Product: [Cl:1][C:2]1[C:7]2[C:8]([I:11])=[N:9][N:10]([C:24]([C:25]3[CH:30]=[CH:29][CH:28]=[CH:27][CH:26]=3)([C:37]3[CH:38]=[CH:39][CH:40]=[CH:41][CH:42]=3)[C:31]3[CH:32]=[CH:33][CH:34]=[CH:35][CH:36]=3)[C:6]=2[CH:5]=[C:4]([C:12]([F:14])([F:15])[F:13])[N:3]=1. The catalyst class is: 2. Reactant: [Cl:1][C:2]1[C:7]2[C:8]([I:11])=[N:9][NH:10][C:6]=2[CH:5]=[C:4]([C:12]([F:15])([F:14])[F:13])[N:3]=1.C(N(CC)CC)C.Cl[C:24]([C:37]1[CH:42]=[CH:41][CH:40]=[CH:39][CH:38]=1)([C:31]1[CH:36]=[CH:35][CH:34]=[CH:33][CH:32]=1)[C:25]1[CH:30]=[CH:29][CH:28]=[CH:27][CH:26]=1. (4) Reactant: [C:1]1([S:7]([N:10]2[C:14]3=[N:15][CH:16]=[CH:17][CH:18]=[C:13]3[C:12]([CH2:19][C:20]3[CH:21]=[CH:22][C:23]([NH2:26])=[N:24][CH:25]=3)=[CH:11]2)(=[O:9])=[O:8])[CH:6]=[CH:5][CH:4]=[CH:3][CH:2]=1.[Cl:27][C:28]1[CH:35]=[CH:34][CH:33]=[C:32]([F:36])[C:29]=1[CH:30]=O.C([BH3-])#N. Product: [C:1]1([S:7]([N:10]2[C:14]3=[N:15][CH:16]=[CH:17][CH:18]=[C:13]3[C:12]([CH2:19][C:20]3[CH:21]=[CH:22][C:23]([NH:26][CH2:30][C:29]4[C:32]([F:36])=[CH:33][CH:34]=[CH:35][C:28]=4[Cl:27])=[N:24][CH:25]=3)=[CH:11]2)(=[O:9])=[O:8])[CH:6]=[CH:5][CH:4]=[CH:3][CH:2]=1. The catalyst class is: 212. (5) Reactant: [C:1]([O:5][C:6](=[O:17])[N:7]([CH2:14][CH2:15][OH:16])[C:8]1[CH:13]=[CH:12][CH:11]=[CH:10][CH:9]=1)([CH3:4])([CH3:3])[CH3:2].C1C=C[NH+]=CC=1.C1C=C[NH+]=CC=1.[O-][Cr](O[Cr]([O-])(=O)=O)(=O)=O. Product: [C:1]([O:5][C:6](=[O:17])[N:7]([CH2:14][CH:15]=[O:16])[C:8]1[CH:13]=[CH:12][CH:11]=[CH:10][CH:9]=1)([CH3:4])([CH3:2])[CH3:3]. The catalyst class is: 158. (6) Reactant: [CH2:1]([O:3][C:4]([C:6]1[NH:7][C:8]2[C:13]([C:14]=1I)=[CH:12][CH:11]=[CH:10][CH:9]=2)=[O:5])[CH3:2].[N:16]1[CH:21]=[CH:20][CH:19]=[C:18](B(O)O)[CH:17]=1.C([O-])([O-])=O.[K+].[K+]. Product: [CH2:1]([O:3][C:4]([C:6]1[NH:7][C:8]2[C:13]([C:14]=1[C:18]1[CH:17]=[N:16][CH:21]=[CH:20][CH:19]=1)=[CH:12][CH:11]=[CH:10][CH:9]=2)=[O:5])[CH3:2]. The catalyst class is: 438. (7) The catalyst class is: 9. Product: [CH2:1]([O:3][C:4](=[O:16])[C:5]1[CH:10]=[CH:9][C:8]([NH:11][C:12](=[O:15])[CH2:13][CH2:14][N:23]2[CH:22]=[N:21][C:20]3[C:24]2=[N:25][CH:26]=[N:27][C:19]=3[O:18][CH3:17])=[CH:7][CH:6]=1)[CH3:2]. Reactant: [CH2:1]([O:3][C:4](=[O:16])[C:5]1[CH:10]=[CH:9][C:8]([NH:11][C:12](=[O:15])[CH:13]=[CH2:14])=[CH:7][CH:6]=1)[CH3:2].[CH3:17][O:18][C:19]1[N:27]=[CH:26][N:25]=[C:24]2[C:20]=1[NH:21][CH:22]=[N:23]2.C(=O)([O-])[O-].[K+].[K+].O. (8) Reactant: C([O:4][C:5]1[C:14]2[C:9](=[CH:10][CH:11]=[CH:12][CH:13]=2)[C:8]([F:15])=[CH:7][CH:6]=1)(=O)C.C(=O)([O-])[O-].[K+].[K+]. Product: [F:15][C:8]1[C:9]2[C:14](=[CH:13][CH:12]=[CH:11][CH:10]=2)[C:5]([OH:4])=[CH:6][CH:7]=1. The catalyst class is: 24. (9) Reactant: [NH2:1][C@H:2]1[CH2:7][CH2:6][CH2:5][C@H:4]([NH:8][C:9]2[N:18]=[C:17]([N:19]([CH3:21])[CH3:20])[C:16]3[C:11](=[CH:12][CH:13]=[CH:14][CH:15]=3)[N:10]=2)[CH2:3]1.[F:22][C:23]([F:33])([F:32])[C:24]1[CH:31]=[CH:30][C:27]([CH:28]=O)=[CH:26][N:25]=1.[BH4-].[Na+].Cl.[OH-].[Na+]. Product: [CH3:20][N:19]([CH3:21])[C:17]1[C:16]2[C:11](=[CH:12][CH:13]=[CH:14][CH:15]=2)[N:10]=[C:9]([NH:8][C@H:4]2[CH2:5][CH2:6][CH2:7][C@H:2]([NH:1][CH2:28][C:27]3[CH:26]=[N:25][C:24]([C:23]([F:33])([F:22])[F:32])=[CH:31][CH:30]=3)[CH2:3]2)[N:18]=1. The catalyst class is: 24.